Dataset: Forward reaction prediction with 1.9M reactions from USPTO patents (1976-2016). Task: Predict the product of the given reaction. (1) The product is: [CH:8]1([C:11]([NH:14][C@@H:15]2[CH2:20][CH2:19][N:18]([C:21]([O:23][C:24]([CH3:26])([CH3:25])[CH3:27])=[O:22])[CH2:17][C@H:16]2[OH:28])=[O:12])[CH2:10][CH2:9]1. Given the reactants C(N(CC)CC)C.[CH:8]1([C:11](Cl)=[O:12])[CH2:10][CH2:9]1.[NH2:14][C@@H:15]1[CH2:20][CH2:19][N:18]([C:21]([O:23][C:24]([CH3:27])([CH3:26])[CH3:25])=[O:22])[CH2:17][C@H:16]1[OH:28], predict the reaction product. (2) Given the reactants [N:1]([CH2:4][CH:5]1[O:9][C:8](=[O:10])[N:7]([C:11]2[CH:20]=[C:19]3[C:14]([CH:15]=[C:16]([C:22]4[CH:27]=[CH:26][CH:25]=[CH:24][C:23]=4[C:28]([F:31])([F:30])[F:29])[NH:17][C:18]3=[O:21])=[CH:13][CH:12]=2)[CH2:6]1)=[N+]=[N-].C1(P(C2C=CC=CC=2)C2C=CC=CC=2)C=CC=CC=1.O.Cl, predict the reaction product. The product is: [NH2:1][CH2:4][CH:5]1[O:9][C:8](=[O:10])[N:7]([C:11]2[CH:20]=[C:19]3[C:14]([CH:15]=[C:16]([C:22]4[CH:27]=[CH:26][CH:25]=[CH:24][C:23]=4[C:28]([F:29])([F:31])[F:30])[NH:17][C:18]3=[O:21])=[CH:13][CH:12]=2)[CH2:6]1.